Dataset: Forward reaction prediction with 1.9M reactions from USPTO patents (1976-2016). Task: Predict the product of the given reaction. Given the reactants [F:1][C:2]1[C:7]([O:8][CH3:9])=[CH:6][C:5]([O:10][CH3:11])=[CH:4][C:3]=1[C:12]1[C:23](=[O:24])[NH:22][C:15]2[N:16]=[C:17]([S:20][CH3:21])[N:18]=[CH:19][C:14]=2[CH:13]=1.C([O-])([O-])=O.[K+].[K+].I[CH2:32][CH2:33][C:34]1[CH:39]=[CH:38][CH:37]=[C:36]([N+:40]([O-:42])=[O:41])[CH:35]=1, predict the reaction product. The product is: [F:1][C:2]1[C:7]([O:8][CH3:9])=[CH:6][C:5]([O:10][CH3:11])=[CH:4][C:3]=1[C:12]1[C:23](=[O:24])[N:22]([CH2:32][CH2:33][C:34]2[CH:39]=[CH:38][CH:37]=[C:36]([N+:40]([O-:42])=[O:41])[CH:35]=2)[C:15]2[N:16]=[C:17]([S:20][CH3:21])[N:18]=[CH:19][C:14]=2[CH:13]=1.